From a dataset of Forward reaction prediction with 1.9M reactions from USPTO patents (1976-2016). Predict the product of the given reaction. (1) Given the reactants [Cl:1][C:2]1[CH:7]=[CH:6][C:5]([C@H:8]2[CH2:14][C@H:13]3[N:15]([CH3:16])[C@H:10]([CH2:11][CH2:12]3)[C@H:9]2[C:17]2[O:18][C:19]([C:22]3[CH:27]=[CH:26][CH:25]=[CH:24][CH:23]=3)=[N:20][N:21]=2)=[CH:4][CH:3]=1, predict the reaction product. The product is: [ClH:1].[Cl:1][C:2]1[CH:7]=[CH:6][C:5]([C@H:8]2[CH2:14][C@H:13]3[N:15]([CH3:16])[C@H:10]([CH2:11][CH2:12]3)[C@H:9]2[C:17]2[O:18][C:19]([C:22]3[CH:27]=[CH:26][CH:25]=[CH:24][CH:23]=3)=[N:20][N:21]=2)=[CH:4][CH:3]=1. (2) Given the reactants [CH2:1]([NH:8][CH2:9][C:10]1[CH:11]=[C:12]([CH:15]=[CH:16][C:17]=1[Br:18])[C:13]#[N:14])[C:2]1[CH:7]=[CH:6][CH:5]=[CH:4][CH:3]=1.[CH:19]1([C:22](Cl)=[O:23])[CH2:21][CH2:20]1, predict the reaction product. The product is: [CH2:1]([N:8]([CH2:9][C:10]1[CH:11]=[C:12]([C:13]#[N:14])[CH:15]=[CH:16][C:17]=1[Br:18])[C:22]([CH:19]1[CH2:21][CH2:20]1)=[O:23])[C:2]1[CH:3]=[CH:4][CH:5]=[CH:6][CH:7]=1. (3) Given the reactants [NH2:1][C:2]1[C:3]([SH:9])=[N:4][CH:5]=[N:6][C:7]=1[Cl:8].C(O[C:13](OCC)(OCC)[CH2:14][CH3:15])C, predict the reaction product. The product is: [Cl:8][C:7]1[C:2]2[N:1]=[C:13]([CH2:14][CH3:15])[S:9][C:3]=2[N:4]=[CH:5][N:6]=1. (4) Given the reactants [Cl:1][CH:2]([Cl:10])[C:3](=O)[CH:4]=[CH:5]OCC.[CH3:11][NH:12][NH2:13], predict the reaction product. The product is: [Cl:1][CH:2]([Cl:10])[C:3]1[CH:4]=[CH:5][N:12]([CH3:11])[N:13]=1.